From a dataset of Full USPTO retrosynthesis dataset with 1.9M reactions from patents (1976-2016). Predict the reactants needed to synthesize the given product. (1) Given the product [F:25][C:17]1[CH:16]=[C:15]([NH:14][C:2]2[N:7]3[N:8]=[C:9]([S:11][CH3:12])[N:10]=[C:6]3[N:5]=[C:4]([CH3:13])[CH:3]=2)[CH:20]=[CH:19][C:18]=1[C:21]([F:23])([F:24])[F:22], predict the reactants needed to synthesize it. The reactants are: Cl[C:2]1[N:7]2[N:8]=[C:9]([S:11][CH3:12])[N:10]=[C:6]2[N:5]=[C:4]([CH3:13])[CH:3]=1.[NH2:14][C:15]1[CH:20]=[CH:19][C:18]([C:21]([F:24])([F:23])[F:22])=[C:17]([F:25])[CH:16]=1.N. (2) Given the product [C:17]1([C:21]2[CH:26]=[CH:25][CH:24]=[CH:23][CH:22]=2)[CH:18]=[CH:19][CH:20]=[C:15]([C:13]2[CH:14]=[C:9]([OH:8])[C:10](=[O:28])[N:11]([CH3:27])[CH:12]=2)[CH:16]=1, predict the reactants needed to synthesize it. The reactants are: C([O:8][C:9]1[C:10](=[O:28])[N:11]([CH3:27])[CH:12]=[C:13]([C:15]2[CH:16]=[C:17]([C:21]3[CH:26]=[CH:25][CH:24]=[CH:23][CH:22]=3)[CH:18]=[CH:19][CH:20]=2)[CH:14]=1)C1C=CC=CC=1. (3) Given the product [ClH:1].[Cl:1][C:2]1[S:6][C:5](/[CH:7]=[CH:8]/[S:9]([N:12]([CH2:37][CH2:38][OH:39])[C@H:13]2[CH2:17][CH2:16][N:15]([C:18]3[CH:19]=[CH:20][C:21]4[CH2:27][NH:26][CH2:25][CH2:24][CH2:23][C:22]=4[CH:35]=3)[C:14]2=[O:36])(=[O:11])=[O:10])=[CH:4][CH:3]=1, predict the reactants needed to synthesize it. The reactants are: [Cl:1][C:2]1[S:6][C:5](/[CH:7]=[CH:8]/[S:9]([N:12]([CH2:37][CH2:38][OH:39])[C@H:13]2[CH2:17][CH2:16][N:15]([C:18]3[CH:19]=[CH:20][C:21]4[CH2:27][N:26](C(OC(C)(C)C)=O)[CH2:25][CH2:24][CH2:23][C:22]=4[CH:35]=3)[C:14]2=[O:36])(=[O:11])=[O:10])=[CH:4][CH:3]=1. (4) Given the product [NH2:27][C:21]1[CH:20]=[C:19]([C:17]2[S:18][C:14]3[C:13]([C:33]4[CH:34]=[CH:35][C:36]([Cl:39])=[CH:37][CH:38]=4)=[C:12]([C@H:6]([O:5][C:1]([CH3:4])([CH3:3])[CH3:2])[C:7]([O:9][CH2:10][CH3:11])=[O:8])[C:31]([CH3:32])=[CH:30][C:15]=3[N:16]=2)[CH:24]=[CH:23][C:22]=1[NH:25][CH3:26], predict the reactants needed to synthesize it. The reactants are: [C:1]([O:5][C@@H:6]([C:12]1[C:31]([CH3:32])=[CH:30][C:15]2[N:16]=[C:17]([C:19]3[CH:24]=[CH:23][C:22]([NH:25][CH3:26])=[C:21]([N+:27]([O-])=O)[CH:20]=3)[S:18][C:14]=2[C:13]=1[C:33]1[CH:38]=[CH:37][C:36]([Cl:39])=[CH:35][CH:34]=1)[C:7]([O:9][CH2:10][CH3:11])=[O:8])([CH3:4])([CH3:3])[CH3:2]. (5) Given the product [C:1]([C:5]1[O:9][N:8]=[C:7]([C:10]2[CH:15]=[C:14]([S:23]([CH:20]3[CH2:22][CH2:21]3)(=[O:25])=[O:24])[C:13]([CH:17]3[CH2:19][CH2:18]3)=[CH:12][N:11]=2)[N:6]=1)([CH3:4])([CH3:3])[CH3:2], predict the reactants needed to synthesize it. The reactants are: [C:1]([C:5]1[O:9][N:8]=[C:7]([C:10]2[CH:15]=[C:14](Cl)[C:13]([CH:17]3[CH2:19][CH2:18]3)=[CH:12][N:11]=2)[N:6]=1)([CH3:4])([CH3:3])[CH3:2].[CH:20]1([S:23]([O-:25])=[O:24])[CH2:22][CH2:21]1.[Na+].C(OCC)(=O)C.CCCCCCC.